Dataset: Full USPTO retrosynthesis dataset with 1.9M reactions from patents (1976-2016). Task: Predict the reactants needed to synthesize the given product. Given the product [C:33]([N:40]1[C@@H:41]([CH:48]=[CH:2][C:3]2[CH:4]=[CH:5][CH:6]=[CH:7][CH:8]=2)[CH2:42][CH2:43][CH2:44][C@@H:45]1[CH3:46])([O:35][C:36]([CH3:39])([CH3:38])[CH3:37])=[O:34], predict the reactants needed to synthesize it. The reactants are: [Br-].[CH2:2]([P+](C1C=CC=CC=1)(C1C=CC=CC=1)C1C=CC=CC=1)[C:3]1[CH:8]=[CH:7][CH:6]=[CH:5][CH:4]=1.[Li]CCCC.[C:33]([N:40]1[C@@H:45]([CH:46]=O)[CH2:44][CH2:43][CH2:42][C@@H:41]1[CH3:48])([O:35][C:36]([CH3:39])([CH3:38])[CH3:37])=[O:34].CCOC(C)=O.CCCCCC.